From a dataset of Reaction yield outcomes from USPTO patents with 853,638 reactions. Predict the reaction yield, written as a fraction of the theoretical maximum amount of product (1.0 means a 100% yield; for example, 0.34 means a 34% yield). (1) The reactants are [F:1][C:2]([F:20])([F:19])[C:3]1[C:4]([NH2:18])=[N:5][CH:6]=[C:7]([C:9]2[S:13][C:12]3=[N:14][CH:15]=[C:16](I)[N:11]3[N:10]=2)[CH:8]=1.[F:21][C:22]1[CH:27]=[CH:26][C:25](B(O)O)=[CH:24][N:23]=1.C([O-])([O-])=O.[Na+].[Na+]. The catalyst is O1CCOCC1.Cl[Pd](Cl)([P](C1C=CC=CC=1)(C1C=CC=CC=1)C1C=CC=CC=1)[P](C1C=CC=CC=1)(C1C=CC=CC=1)C1C=CC=CC=1. The product is [F:21][C:22]1[N:23]=[CH:24][C:25]([C:16]2[N:11]3[C:12]([S:13][C:9]([C:7]4[CH:8]=[C:3]([C:2]([F:20])([F:19])[F:1])[C:4]([NH2:18])=[N:5][CH:6]=4)=[N:10]3)=[N:14][CH:15]=2)=[CH:26][CH:27]=1. The yield is 0.530. (2) The reactants are C([O:8][C:9](=[O:38])[C:10]([O:13][C:14]1[CH:19]=[CH:18][CH:17]=[C:16]([CH:20]2[CH2:25][CH2:24][CH2:23][N:22]([C:26](=[O:37])[CH2:27][C:28]3[CH:33]=[CH:32][C:31]([CH:34]([CH3:36])[CH3:35])=[CH:30][CH:29]=3)[CH2:21]2)[CH:15]=1)([CH3:12])[CH3:11])C1C=CC=CC=1. The catalyst is [Pd].CO. The product is [CH:34]([C:31]1[CH:32]=[CH:33][C:28]([CH2:27][C:26]([N:22]2[CH2:23][CH2:24][CH2:25][CH:20]([C:16]3[CH:15]=[C:14]([CH:19]=[CH:18][CH:17]=3)[O:13][C:10]([CH3:11])([CH3:12])[C:9]([OH:38])=[O:8])[CH2:21]2)=[O:37])=[CH:29][CH:30]=1)([CH3:36])[CH3:35]. The yield is 0.780. (3) The reactants are [CH2:1]([N:8]1[CH:12]([CH3:13])[CH2:11][CH:10]([CH2:14][OH:15])[CH2:9]1)[C:2]1[CH:7]=[CH:6][CH:5]=[CH:4][CH:3]=1.C(N(CC)CC)C.[S:23](Cl)([C:26]1[CH:32]=[CH:31][C:29]([CH3:30])=[CH:28][CH:27]=1)(=[O:25])=[O:24].C(OCC)(=O)C.CCCCCC. The catalyst is ClCCl. The product is [CH3:30][C:29]1[CH:31]=[CH:32][C:26]([S:23]([O:15][CH2:14][CH:10]2[CH2:11][CH:12]([CH3:13])[N:8]([CH2:1][C:2]3[CH:7]=[CH:6][CH:5]=[CH:4][CH:3]=3)[CH2:9]2)(=[O:25])=[O:24])=[CH:27][CH:28]=1. The yield is 0.310. (4) The reactants are [Br:1][C:2]1[CH:7]=[CH:6][C:5]([Cl:8])=[C:4]([CH2:9][C:10]2[CH:15]=[CH:14][C:13]([O:16][CH2:17][CH:18]([O:20][CH:21](OCC)[CH3:22])[CH3:19])=[CH:12][CH:11]=2)[CH:3]=1.C(N(CC)CC)C.C[Si](OS(C(F)(F)F)(=O)=O)(C)C.[OH-].[Na+]. The catalyst is ClCCl.C(OCC)C. The product is [Br:1][C:2]1[CH:7]=[CH:6][C:5]([Cl:8])=[C:4]([CH2:9][C:10]2[CH:15]=[CH:14][C:13]([O:16][CH2:17][CH:18]([O:20][CH:21]=[CH2:22])[CH3:19])=[CH:12][CH:11]=2)[CH:3]=1. The yield is 0.590. (5) The reactants are [F:1][C:2]([F:15])([F:14])[C:3]([C:6]1[CH:11]=[CH:10][C:9]([CH:12]=[CH2:13])=[CH:8][CH:7]=1)([CH3:5])[CH3:4].CN1C=CN=C1.[CH2:22]([O:24][C:25](=[O:29])[CH:26]=[N+]=[N-])[CH3:23]. The catalyst is C1(C)C=CC=CC=1. The product is [F:1][C:2]([F:14])([F:15])[C:3]([C:6]1[CH:11]=[CH:10][C:9]([CH:12]2[CH2:13][CH:26]2[C:25]([O:24][CH2:22][CH3:23])=[O:29])=[CH:8][CH:7]=1)([CH3:4])[CH3:5]. The yield is 0.890. (6) The reactants are [NH2:1][C:2]1[C:7]([F:8])=[CH:6][N:5]=[C:4]([OH:9])[N:3]=1.[CH3:10][O:11][C:12]1[CH:17]=[CH:16][C:15]([S:18](Cl)(=[O:20])=[O:19])=[CH:14][CH:13]=1. The catalyst is C(#N)C. The product is [NH2:1][C:2]1[C:7]([F:8])=[CH:6][N:5]([S:18]([C:15]2[CH:14]=[CH:13][C:12]([O:11][CH3:10])=[CH:17][CH:16]=2)(=[O:20])=[O:19])[C:4](=[O:9])[N:3]=1. The yield is 0.640. (7) The reactants are [CH2:1]([C@@:8]12[CH2:21][C:20](=[O:22])[C@:19]([OH:29])([C:23]3[CH:28]=[CH:27][CH:26]=[CH:25][CH:24]=3)[CH2:18][C@H:17]1[CH2:16][CH2:15][C:14]1[CH:13]=[C:12]([C:30]([NH:32][C:33]3[C:34]([CH3:39])=[N:35][CH:36]=[CH:37][CH:38]=3)=[O:31])[CH:11]=[CH:10][C:9]2=1)[C:2]1[CH:7]=[CH:6][CH:5]=[CH:4][CH:3]=1.[CH2:40]1COCC1.[Li]C.[NH4+].[Cl-]. The yield is 0.730. The catalyst is C(#N)C.O. The product is [CH2:1]([C@@:8]12[CH2:21][C@:20]([OH:22])([CH3:40])[C@:19]([OH:29])([C:23]3[CH:28]=[CH:27][CH:26]=[CH:25][CH:24]=3)[CH2:18][C@H:17]1[CH2:16][CH2:15][C:14]1[CH:13]=[C:12]([C:30]([NH:32][C:33]3[C:34]([CH3:39])=[N:35][CH:36]=[CH:37][CH:38]=3)=[O:31])[CH:11]=[CH:10][C:9]2=1)[C:2]1[CH:3]=[CH:4][CH:5]=[CH:6][CH:7]=1. (8) The reactants are [CH3:1][S:2]([C:5]1[CH:6]=[C:7]([CH:11]=[CH:12][CH:13]=1)[C:8]([OH:10])=[O:9])(=[O:4])=[O:3].[N+:14]([O-])([O-:16])=[O:15].[K+]. The catalyst is S(=O)(=O)(O)O. The product is [CH3:1][S:2]([C:5]1[CH:6]=[C:7]([CH:11]=[C:12]([N+:14]([O-:16])=[O:15])[CH:13]=1)[C:8]([OH:10])=[O:9])(=[O:3])=[O:4]. The yield is 0.710. (9) The reactants are [CH3:1][C:2]1[N:3]=[N:4][CH:5]=[CH:6][CH:7]=1.[CH:8](=O)[C:9]1[CH:14]=[CH:13][CH:12]=[CH:11][CH:10]=1. The catalyst is ClCCl.[Cl-].[Zn+2].[Cl-]. The product is [CH:1]([C:2]1[N:3]=[N:4][CH:5]=[CH:6][CH:7]=1)=[CH:8][C:9]1[CH:14]=[CH:13][CH:12]=[CH:11][CH:10]=1. The yield is 0.770. (10) The product is [F:41][C:38]([F:39])([F:40])[C:36]1[CH:35]=[CH:34][N:33]=[C:32]([N:26]2[CH2:27][CH2:28][N:29]([CH2:12][CH2:13][CH2:14][C:15]3[C:23]4[C:18](=[CH:19][CH:20]=[C:21]([C:24]#[N:25])[CH:22]=4)[NH:17][CH:16]=3)[CH2:30][CH2:31]2)[N:37]=1. The yield is 0.610. The reactants are CC1C=CC(S(O[CH2:12][CH2:13][CH2:14][C:15]2[C:23]3[C:18](=[CH:19][CH:20]=[C:21]([C:24]#[N:25])[CH:22]=3)[NH:17][CH:16]=2)(=O)=O)=CC=1.[N:26]1([C:32]2[N:37]=[C:36]([C:38]([F:41])([F:40])[F:39])[CH:35]=[CH:34][N:33]=2)[CH2:31][CH2:30][NH:29][CH2:28][CH2:27]1.C(=O)([O-])[O-].[K+].[K+].[I-].[K+]. The catalyst is C(#N)C.